From a dataset of Reaction yield outcomes from USPTO patents with 853,638 reactions. Predict the reaction yield, written as a fraction of the theoretical maximum amount of product (1.0 means a 100% yield; for example, 0.34 means a 34% yield). The reactants are C([O:4][CH2:5][C:6]([CH3:49])([CH3:48])[CH2:7][N:8]1[C:14]2[CH:15]=[CH:16][C:17]([Cl:19])=[CH:18][C:13]=2[C@@H:12]([C:20]2[CH:25]=[CH:24][CH:23]=[C:22]([O:26][CH3:27])[C:21]=2[O:28][CH3:29])[O:11][C@H:10]([CH2:30][C:31]([NH:33][C:34]2[CH:39]=[CH:38][C:37]([O:40][CH2:41][C:42]([O:44]C)=[O:43])=[CH:36][C:35]=2[F:46])=[O:32])[C:9]1=[O:47])(=O)C.[OH-].[Na+].C(O)C. The catalyst is O. The product is [Cl:19][C:17]1[CH:16]=[CH:15][C:14]2[N:8]([CH2:7][C:6]([CH3:49])([CH3:48])[CH2:5][OH:4])[C:9](=[O:47])[C@@H:10]([CH2:30][C:31]([NH:33][C:34]3[CH:39]=[CH:38][C:37]([O:40][CH2:41][C:42]([OH:44])=[O:43])=[CH:36][C:35]=3[F:46])=[O:32])[O:11][C@H:12]([C:20]3[CH:25]=[CH:24][CH:23]=[C:22]([O:26][CH3:27])[C:21]=3[O:28][CH3:29])[C:13]=2[CH:18]=1. The yield is 0.520.